From a dataset of Full USPTO retrosynthesis dataset with 1.9M reactions from patents (1976-2016). Predict the reactants needed to synthesize the given product. Given the product [CH:1]1([CH:7]([NH:25][C:26]2[CH:27]=[CH:28][C:29]([C:30]([N:36]([CH3:35])[CH2:37][CH2:38][C:39]([OH:41])=[O:40])=[O:32])=[CH:33][CH:34]=2)[C:8]2[CH:12]=[C:11]([C:13]3[CH:18]=[CH:17][C:16]([C:19]([F:21])([F:22])[F:20])=[CH:15][CH:14]=3)[S:10][C:9]=2[CH2:23][CH3:24])[CH2:2][CH2:3][CH2:4][CH2:5][CH2:6]1, predict the reactants needed to synthesize it. The reactants are: [CH:1]1([CH:7]([NH:25][C:26]2[CH:34]=[CH:33][C:29]([C:30]([OH:32])=O)=[CH:28][CH:27]=2)[C:8]2[CH:12]=[C:11]([C:13]3[CH:18]=[CH:17][C:16]([C:19]([F:22])([F:21])[F:20])=[CH:15][CH:14]=3)[S:10][C:9]=2[CH2:23][CH3:24])[CH2:6][CH2:5][CH2:4][CH2:3][CH2:2]1.[CH3:35][NH:36][CH2:37][CH2:38][C:39]([O:41]CC)=[O:40].